This data is from Full USPTO retrosynthesis dataset with 1.9M reactions from patents (1976-2016). The task is: Predict the reactants needed to synthesize the given product. (1) Given the product [ClH:12].[NH2:1][C@H:2]1[CH2:6][CH2:5][C@@H:4]([C:7]([O:9][CH3:14])=[O:8])[CH2:3]1, predict the reactants needed to synthesize it. The reactants are: [NH2:1][C@H:2]1[CH2:6][CH2:5][C@@H:4]([C:7]([OH:9])=[O:8])[CH2:3]1.S(Cl)([Cl:12])=O.[CH3:14]CCCO.CC(O)=O.O.C1C=C2C(C(O)(O)C(=O)C2=CC=1)=O.CCO. (2) Given the product [CH3:36][N:35]([CH3:37])[CH2:34][CH2:33][O:32][CH2:31][CH2:30][NH:29][C:11]([C:9]1[CH:8]=[CH:7][C:6]2[N:2]([CH3:1])[C:3]([NH:14][C:15]3[S:16][C:17]4[CH:23]=[C:22]([O:24][C:25]([F:28])([F:26])[F:27])[CH:21]=[CH:20][C:18]=4[N:19]=3)=[N:4][C:5]=2[CH:10]=1)=[O:13], predict the reactants needed to synthesize it. The reactants are: [CH3:1][N:2]1[C:6]2[CH:7]=[CH:8][C:9]([C:11]([OH:13])=O)=[CH:10][C:5]=2[N:4]=[C:3]1[NH:14][C:15]1[S:16][C:17]2[CH:23]=[C:22]([O:24][C:25]([F:28])([F:27])[F:26])[CH:21]=[CH:20][C:18]=2[N:19]=1.[NH2:29][CH2:30][CH2:31][O:32][CH2:33][CH2:34][N:35]([CH3:37])[CH3:36].CN(C(ON1N=NC2C=CC=CC1=2)=[N+](C)C)C.F[P-](F)(F)(F)(F)F.CCN(C(C)C)C(C)C. (3) The reactants are: C([N:8]1[CH2:12][CH2:11][C@:10]([S:29]([C:32]2[CH:37]=[CH:36][C:35]([F:38])=[C:34]([CH3:39])[CH:33]=2)(=[O:31])=[O:30])([C:13]2[CH:18]=[CH:17][C:16]([C:19]([F:28])([C:24]([F:27])([F:26])[F:25])[C:20]([F:23])([F:22])[F:21])=[CH:15][CH:14]=2)[CH2:9]1)C1C=CC=CC=1.[H][H]. Given the product [F:38][C:35]1[CH:36]=[CH:37][C:32]([S:29]([C@@:10]2([C:13]3[CH:14]=[CH:15][C:16]([C:19]([F:28])([C:20]([F:21])([F:22])[F:23])[C:24]([F:27])([F:26])[F:25])=[CH:17][CH:18]=3)[CH2:11][CH2:12][NH:8][CH2:9]2)(=[O:30])=[O:31])=[CH:33][C:34]=1[CH3:39], predict the reactants needed to synthesize it.